From a dataset of Catalyst prediction with 721,799 reactions and 888 catalyst types from USPTO. Predict which catalyst facilitates the given reaction. (1) Product: [CH3:21][O:20][C:17]1[CH:18]=[CH:19][C:14]([CH2:13][N:11]2[CH:12]=[C:4]3[C:5]([N:6]([CH3:9])[CH2:7][CH2:8][C:2]4[S:32][C:31]([NH:30][C:26]5[N:25]=[C:24]([CH3:23])[CH:29]=[CH:28][N:27]=5)=[N:33][C:3]=43)=[N:10]2)=[CH:15][CH:16]=1. Reactant: Br[CH:2]1[CH2:8][CH2:7][N:6]([CH3:9])[C:5]2=[N:10][N:11]([CH2:13][C:14]3[CH:19]=[CH:18][C:17]([O:20][CH3:21])=[CH:16][CH:15]=3)[CH:12]=[C:4]2[C:3]1=O.[CH3:23][C:24]1[CH:29]=[CH:28][N:27]=[C:26]([NH:30][C:31]([NH2:33])=[S:32])[N:25]=1. The catalyst class is: 14. (2) Reactant: C(OC([N:8]([CH:32]([CH3:34])[CH3:33])[CH2:9][CH2:10][N:11]([CH2:29][C:30]#[CH:31])[S:12]([C:15]1[CH:24]=[CH:23][C:22]2[NH:21][C:20](=[O:25])[C:19]3[NH:26][CH:27]=[CH:28][C:18]=3[C:17]=2[CH:16]=1)(=[O:14])=[O:13])=O)(C)(C)C.[CH2:35]([C:38]([O-:40])=[O:39])[CH2:36][CH3:37].[ClH:41]. Product: [CH:32]([NH:8][CH2:9][CH2:10][N:11]([CH2:29][C:30]#[CH:31])[S:12]([C:15]1[CH:24]=[CH:23][C:22]2[NH:21][C:20](=[O:25])[C:19]3[NH:26][CH:27]=[CH:28][C:18]=3[C:17]=2[CH:16]=1)(=[O:14])=[O:13])([CH3:34])[CH3:33].[ClH:41].[CH2:35]([C:38]([OH:40])=[O:39])[CH2:36][CH3:37]. The catalyst class is: 27.